From a dataset of Forward reaction prediction with 1.9M reactions from USPTO patents (1976-2016). Predict the product of the given reaction. (1) Given the reactants [S:1]1[CH:5]=[CH:4][CH:3]=[C:2]1[C:6]1[CH:7]=[C:8]2[C:13](=[CH:14][CH:15]=1)[C:12](=[O:16])[NH:11][CH2:10][CH2:9]2.[CH3:17]I, predict the reaction product. The product is: [CH3:17][N:11]1[CH2:10][CH2:9][C:8]2[C:13](=[CH:14][CH:15]=[C:6]([C:2]3[S:1][CH:5]=[CH:4][CH:3]=3)[CH:7]=2)[C:12]1=[O:16]. (2) The product is: [Br:1][C:2]1[CH:11]=[C:10]([CH2:12][C:13]2[CH:18]=[CH:17][C:16]([CH2:19][CH3:20])=[CH:15][CH:14]=2)[C:9]([Cl:22])=[CH:8][C:3]=1[CH2:4][OH:5]. Given the reactants [Br:1][C:2]1[CH:11]=[C:10]([C:12](=O)[C:13]2[CH:18]=[CH:17][C:16]([CH2:19][CH3:20])=[CH:15][CH:14]=2)[C:9]([Cl:22])=[CH:8][C:3]=1[C:4](OC)=[O:5].C([SiH](CC)CC)C.FC(F)(F)S(O)(=O)=O.CCOC(C)=O, predict the reaction product.